Dataset: Full USPTO retrosynthesis dataset with 1.9M reactions from patents (1976-2016). Task: Predict the reactants needed to synthesize the given product. (1) The reactants are: Cl[C:2]1[CH:7]=[CH:6][N:5]=[C:4]([NH:8][C:9]2[CH:14]=[CH:13][CH:12]=[C:11]([Cl:15])[CH:10]=2)[N:3]=1.[NH2:16][CH2:17][C@@H:18]1[CH2:22][CH2:21][N:20]([C:23]([O:25][C:26]([CH3:29])([CH3:28])[CH3:27])=[O:24])[CH2:19]1.C(N(C(C)C)CC)(C)C. Given the product [Cl:15][C:11]1[CH:10]=[C:9]([NH:8][C:4]2[N:3]=[C:2]([NH:16][CH2:17][C@@H:18]3[CH2:22][CH2:21][N:20]([C:23]([O:25][C:26]([CH3:29])([CH3:28])[CH3:27])=[O:24])[CH2:19]3)[CH:7]=[CH:6][N:5]=2)[CH:14]=[CH:13][CH:12]=1, predict the reactants needed to synthesize it. (2) Given the product [C:11]([O:14][C:15]([N:17]1[CH2:18][CH2:19][CH:20]([C:22]2[O:1][N:2]=[C:3]([C:5]3[NH:6][CH:7]=[CH:8][CH:9]=3)[N:4]=2)[CH2:21]1)=[O:16])([CH3:13])([CH3:10])[CH3:12], predict the reactants needed to synthesize it. The reactants are: [OH:1][NH:2][C:3]([C:5]1[NH:6][CH:7]=[CH:8][CH:9]=1)=[NH:4].[CH3:10][C:11]([O:14][C:15]([N:17]1[CH2:21][CH:20]([C:22](O)=O)[CH2:19][CH2:18]1)=[O:16])([CH3:13])[CH3:12].CCN=C=NCCCN(C)C.Cl.C1C=CC2N(O)N=NC=2C=1.C(N(CC)CC)C. (3) Given the product [CH3:26][O:25][C:23]1[CH:22]=[CH:21][C:20]([CH:27]2[CH2:36][CH2:35][C:34]3[C:29](=[CH:30][CH:31]=[C:32]([O:37][CH3:38])[CH:33]=3)[CH2:28]2)=[C:19]([NH:18][CH2:16][CH2:15][C:12]2[CH:11]=[CH:10][C:9]([OH:8])=[CH:14][CH:13]=2)[CH:24]=1, predict the reactants needed to synthesize it. The reactants are: C([O:8][C:9]1[CH:14]=[CH:13][C:12]([CH2:15][C:16]([NH:18][C:19]2[CH:24]=[C:23]([O:25][CH3:26])[CH:22]=[CH:21][C:20]=2[CH:27]2[CH2:36][CH2:35][C:34]3[C:29](=[CH:30][CH:31]=[C:32]([O:37][CH3:38])[CH:33]=3)[CH2:28]2)=O)=[CH:11][CH:10]=1)C1C=CC=CC=1.C(OC1C=CC(CCNC2C=C(OC)C=CC=2C2CCC3C(=CC=C(OC)C=3)C2)=CC=1)C1C=CC=CC=1. (4) Given the product [Cl:14][C:15]1[CH:31]=[C:30]([Cl:32])[CH:29]=[CH:28][C:16]=1[CH2:17][NH:18][C:19](=[O:27])[C:20]1[CH:25]=[CH:24][C:23]([O:11][C:7]2[CH:8]=[CH:9][CH:10]=[C:5]([S:2]([CH3:1])(=[O:3])=[O:4])[CH:6]=2)=[N:22][CH:21]=1, predict the reactants needed to synthesize it. The reactants are: [CH3:1][S:2]([C:5]1[CH:6]=[C:7]([OH:11])[CH:8]=[CH:9][CH:10]=1)(=[O:4])=[O:3].[H-].[Na+].[Cl:14][C:15]1[CH:31]=[C:30]([Cl:32])[CH:29]=[CH:28][C:16]=1[CH2:17][NH:18][C:19](=[O:27])[C:20]1[CH:25]=[CH:24][C:23](F)=[N:22][CH:21]=1. (5) Given the product [CH:32]1[CH:25]=[CH:26][C:27]([O:36][C@@H:48]2[O:49][C@H:40]([CH2:39][OH:38])[C@@H:42]([OH:43])[C@H:44]([OH:45])[C@H:46]2[OH:47])=[C:28]([CH2:34][OH:35])[CH:29]=1, predict the reactants needed to synthesize it. The reactants are: N[C@H](C(O)=O)CC1C2C(=CC=CC=2)NC=1.C1C=NC=C(C(O)=O)C=1.[CH3:25][C:26]1N=C[C:29]([CH2:32]O)=[C:28]([CH2:34][OH:35])[C:27]=1[OH:36].Cl.[OH:38][CH2:39][C:40]([C@H:42]([C@@H:44]([C@@H:46]([CH2:48][OH:49])[OH:47])[OH:45])[OH:43])=O.OC1[C@@H]([C@@H](O)CO)OC(=O)C=1O. (6) Given the product [CH3:19][O:18][C:14]1[CH:13]=[C:12]2[C:17](=[CH:16][CH:15]=1)[N:8]=[CH:9][C:10]([NH2:20])=[CH:11]2, predict the reactants needed to synthesize it. The reactants are: C(OC([N:8]1[C:17]2[C:12](=[CH:13][C:14]([O:18][CH3:19])=[CH:15][CH:16]=2)[CH:11]=[C:10]([NH2:20])[CH2:9]1)=O)(C)(C)C.C(O)(C(F)(F)F)=O. (7) Given the product [CH3:1][O:2][C:3](=[O:15])[CH2:4][CH:5]1[C:9]2[CH:10]=[CH:11][C:12]([O:14][C@H:21]3[C:22]4[C:18](=[C:17]([Br:16])[CH:25]=[CH:24][CH:23]=4)[CH2:19][CH2:20]3)=[CH:13][C:8]=2[O:7][CH2:6]1, predict the reactants needed to synthesize it. The reactants are: [CH3:1][O:2][C:3](=[O:15])[CH2:4][CH:5]1[C:9]2[CH:10]=[CH:11][C:12]([OH:14])=[CH:13][C:8]=2[O:7][CH2:6]1.[Br:16][C:17]1[CH:25]=[CH:24][CH:23]=[C:22]2[C:18]=1[CH2:19][CH2:20][C@@H:21]2O. (8) Given the product [NH2:28][C:22]1[CH:23]=[CH:24][CH:25]=[C:26]2[C:21]=1[NH:20][C:19]([C:17]([NH:16][CH2:15][C:12]1[CH:13]=[CH:14][C:9]([Cl:8])=[C:10]([O:37][C:38]3[CH:43]=[C:42]([C:44]#[N:45])[CH:41]=[C:40]([Cl:46])[CH:39]=3)[C:11]=1[F:36])=[O:18])=[CH:27]2, predict the reactants needed to synthesize it. The reactants are: FC(F)(F)C(O)=O.[Cl:8][C:9]1[CH:14]=[CH:13][C:12]([CH2:15][NH:16][C:17]([C:19]2[NH:20][C:21]3[C:26]([CH:27]=2)=[CH:25][CH:24]=[CH:23][C:22]=3[NH:28]C(=O)OC(C)(C)C)=[O:18])=[C:11]([F:36])[C:10]=1[O:37][C:38]1[CH:43]=[C:42]([C:44]#[N:45])[CH:41]=[C:40]([Cl:46])[CH:39]=1. (9) Given the product [CH2:1]([O:8][C:9]([C@@H:11]1[CH2:15][C@@H:14]([O:16][C:40]([CH3:42])([CH3:41])[CH3:39])[CH2:13][N:12]1[S:17]([C:20]1[CH:29]=[CH:28][C:27]2[C:22](=[CH:23][CH:24]=[CH:25][CH:26]=2)[CH:21]=1)(=[O:19])=[O:18])=[O:10])[C:2]1[CH:7]=[CH:6][CH:5]=[CH:4][CH:3]=1, predict the reactants needed to synthesize it. The reactants are: [CH2:1]([O:8][C:9]([C@@H:11]1[CH2:15][C@@H:14]([OH:16])[CH2:13][N:12]1[S:17]([C:20]1[CH:29]=[CH:28][C:27]2[C:22](=[CH:23][CH:24]=[CH:25][CH:26]=2)[CH:21]=1)(=[O:19])=[O:18])=[O:10])[C:2]1[CH:7]=[CH:6][CH:5]=[CH:4][CH:3]=1.B(F)(F)F.CCOCC.[CH3:39][C:40](=[CH2:42])[CH3:41].C(=O)(O)[O-].[Na+]. (10) Given the product [O:9]1[CH2:24][CH2:25][O:26][CH:8]1[C:5]1[C:4]([N+:10]([O-:12])=[O:11])=[CH:3][C:2]([F:1])=[CH:7][N:6]=1, predict the reactants needed to synthesize it. The reactants are: [F:1][C:2]1[CH:3]=[C:4]([N+:10]([O-:12])=[O:11])[C:5]([CH:8]=[O:9])=[N:6][CH:7]=1.C1(C)C=CC(S(O)(=O)=O)=CC=1.[CH2:24](O)[CH2:25][OH:26].O.